From a dataset of Reaction yield outcomes from USPTO patents with 853,638 reactions. Predict the reaction yield, written as a fraction of the theoretical maximum amount of product (1.0 means a 100% yield; for example, 0.34 means a 34% yield). (1) The reactants are [F:1][C:2]([F:20])([F:19])[C:3]([NH:5][CH2:6][C@H:7]1[CH2:11][CH2:10][N:9](C(OC(C)(C)C)=O)[CH2:8]1)=[O:4].[ClH:21]. The catalyst is C(Cl)Cl.O1CCOCC1. The product is [ClH:21].[F:20][C:2]([F:1])([F:19])[C:3]([NH:5][CH2:6][C@H:7]1[CH2:11][CH2:10][NH:9][CH2:8]1)=[O:4]. The yield is 1.12. (2) The reactants are C(NC)C1C=CC=CC=1.[CH3:10][NH:11][CH2:12][C:13]1[CH:22]=[CH:21][C:20]2[C:15](=CC=CC=2)[C:14]=1CCC.Cl.[O:27]=[C:28]1[NH:37][C:36]2[N:35]=[CH:34][C:33](/[CH:38]=[CH:39]/[C:40](O)=[O:41])=[CH:32][C:31]=2[CH2:30][CH2:29]1.Cl.CN1CC2C=C(/C=C/C(O)=O)C=NC=2NC(=O)C1. No catalyst specified. The product is [CH2:12]([N:11]([CH3:10])[C:40](=[O:41])/[CH:39]=[CH:38]/[C:33]1[CH:34]=[N:35][C:36]2[NH:37][C:28](=[O:27])[CH2:29][CH2:30][C:31]=2[CH:32]=1)[C:13]1[CH:14]=[CH:15][CH:20]=[CH:21][CH:22]=1. The yield is 0.930. (3) The reactants are [S:1]([C:5]1[CH:10]=[CH:9][C:8]([NH:11]C(=O)C)=[CH:7][N:6]=1)(=[O:4])(=[O:3])[NH2:2]. The catalyst is [OH-].[Na+]. The product is [S:1]([C:5]1[CH:10]=[CH:9][C:8]([NH2:11])=[CH:7][N:6]=1)(=[O:4])(=[O:3])[NH2:2]. The yield is 0.700. (4) The reactants are [CH:1]([C:3]1[C:8]([CH3:9])=[CH:7][C:6]([NH:10][C:11]([CH2:13][CH2:14][CH2:15][CH2:16][N:17]([CH3:44])[C:18]([CH2:20][CH2:21][N:22]2[CH2:27][CH2:26][CH:25]([O:28][C:29](=[O:43])[NH:30][C:31]3[CH:36]=[CH:35][CH:34]=[CH:33][C:32]=3[C:37]3[CH:42]=[CH:41][CH:40]=[CH:39][CH:38]=3)[CH2:24][CH2:23]2)=[O:19])=[O:12])=[C:5]([CH3:45])[CH:4]=1)=O.C(O)(=O)C.[NH2:50][CH2:51][C@@H:52]([C:61]1[CH:70]=[CH:69][C:68]([OH:71])=[C:67]2[C:62]=1[CH:63]=[CH:64][C:65](=[O:72])[NH:66]2)[O:53][Si:54]([C:57]([CH3:60])([CH3:59])[CH3:58])([CH3:56])[CH3:55].C(O[BH-](OC(=O)C)OC(=O)C)(=O)C.[Na+].[OH-].[Na+]. The catalyst is C(Cl)Cl.CO. The product is [Si:54]([O:53][C@H:52]([C:61]1[CH:70]=[CH:69][C:68]([OH:71])=[C:67]2[C:62]=1[CH:63]=[CH:64][C:65](=[O:72])[NH:66]2)[CH2:51][NH:50][CH2:1][C:3]1[C:8]([CH3:9])=[CH:7][C:6]([NH:10][C:11]([CH2:13][CH2:14][CH2:15][CH2:16][N:17]([CH3:44])[C:18]([CH2:20][CH2:21][N:22]2[CH2:27][CH2:26][CH:25]([O:28][C:29](=[O:43])[NH:30][C:31]3[CH:36]=[CH:35][CH:34]=[CH:33][C:32]=3[C:37]3[CH:42]=[CH:41][CH:40]=[CH:39][CH:38]=3)[CH2:24][CH2:23]2)=[O:19])=[O:12])=[C:5]([CH3:45])[CH:4]=1)([C:57]([CH3:60])([CH3:59])[CH3:58])([CH3:56])[CH3:55]. The yield is 0.600. (5) The yield is 0.668. The product is [C:1]([O:5][C:6](=[O:22])[NH:7][CH2:8][C@@H:9]1[CH2:11][C@H:10]1[C:12]1[CH:17]=[C:16]([OH:18])[CH:15]=[CH:14][C:13]=1[OH:20])([CH3:4])([CH3:2])[CH3:3]. The reactants are [C:1]([O:5][C:6](=[O:22])[NH:7][CH2:8][C@@H:9]1[CH2:11][C@H:10]1[C:12]1[CH:17]=[C:16]([O:18]C)[CH:15]=[CH:14][C:13]=1[O:20]C)([CH3:4])([CH3:3])[CH3:2].B(Br)(Br)Br.CC(OC(OC(OC(C)(C)C)=O)=O)(C)C.C(N(CC)CC)C.C([O-])(O)=O.[Na+]. The catalyst is C(Cl)Cl. (6) The catalyst is C(OC(=O)C)(=O)C. The reactants are [NH2:1][C:2]1[S:3][CH:4]=[C:5]([CH2:7][C:8]([O:10][CH2:11][CH3:12])=[O:9])[N:6]=1.[C:13](O)(=[O:15])[CH3:14]. The product is [C:13]([NH:1][C:2]1[S:3][CH:4]=[C:5]([CH2:7][C:8]([O:10][CH2:11][CH3:12])=[O:9])[N:6]=1)(=[O:15])[CH3:14]. The yield is 0.910.